Predict the reaction yield, written as a fraction of the theoretical maximum amount of product (1.0 means a 100% yield; for example, 0.34 means a 34% yield). From a dataset of Reaction yield outcomes from USPTO patents with 853,638 reactions. The reactants are [Cl:1][C:2]1[CH:3]=[CH:4][C:5]([CH:18]=O)=[C:6]([N:8]2[CH2:12][CH2:11][C@@H:10]([NH:13][S:14]([CH3:17])(=[O:16])=[O:15])[CH2:9]2)[CH:7]=1.[N:20]1([C:26]([O:28][C:29]([CH3:32])([CH3:31])[CH3:30])=[O:27])[CH2:25][CH2:24][NH:23][CH2:22][CH2:21]1.ClCCCl.[BH-](OC(C)=O)(OC(C)=O)OC(C)=O.[Na+]. The catalyst is O. The product is [Cl:1][C:2]1[CH:3]=[CH:4][C:5]([CH2:18][N:23]2[CH2:22][CH2:21][N:20]([C:26]([O:28][C:29]([CH3:32])([CH3:31])[CH3:30])=[O:27])[CH2:25][CH2:24]2)=[C:6]([N:8]2[CH2:12][CH2:11][C@@H:10]([NH:13][S:14]([CH3:17])(=[O:15])=[O:16])[CH2:9]2)[CH:7]=1. The yield is 0.890.